From a dataset of Forward reaction prediction with 1.9M reactions from USPTO patents (1976-2016). Predict the product of the given reaction. (1) The product is: [CH3:18][O:17][C:11]1[CH:10]=[C:9]2[C:14](=[CH:13][C:12]=1[O:15][CH3:16])[C:5]([C:4]([C:3]1[CH:22]=[C:23]([O:26][CH3:27])[CH:24]=[CH:25][C:2]=1[F:1])=[O:40])=[N:6][CH:7]=[C:8]2[CH2:19][C:20]1[NH:30][N:29]=[N:28][N:21]=1. Given the reactants [F:1][C:2]1[CH:25]=[CH:24][C:23]([O:26][CH3:27])=[CH:22][C:3]=1[CH2:4][C:5]1[C:14]2[C:9](=[CH:10][C:11]([O:17][CH3:18])=[C:12]([O:15][CH3:16])[CH:13]=2)[C:8]([CH2:19][C:20]#[N:21])=[CH:7][N:6]=1.[N-:28]=[N+:29]=[N-:30].[Na+].Cl.C(N(CC)CC)C.[OH2:40], predict the reaction product. (2) Given the reactants [NH2:1][C:2]1[N:11]=[CH:10][C:9]2[C:8](SC)=[N:7][CH:6]=[N:5][C:4]=2[CH:3]=1.[NH2:14][C:15]1[CH:20]=[CH:19][CH:18]=[CH:17][CH:16]=1, predict the reaction product. The product is: [NH2:1][C:2]1[N:11]=[CH:10][C:9]2[C:8]([NH:14][C:15]3[CH:20]=[CH:19][CH:18]=[CH:17][CH:16]=3)=[N:7][CH:6]=[N:5][C:4]=2[CH:3]=1. (3) Given the reactants ClC(OCC(C)C)=O.[C:9]([O:13][C:14]([NH:16][C@H:17]([CH:21]1[CH2:23][CH2:22]1)[C:18]([OH:20])=O)=[O:15])([CH3:12])([CH3:11])[CH3:10].CCN(CC)CC.Cl.[CH3:32][O:33][C:34](=[O:37])[CH2:35][NH2:36], predict the reaction product. The product is: [C:9]([O:13][C:14]([NH:16][C@H:17]([CH:21]1[CH2:23][CH2:22]1)[C:18]([NH:36][CH2:35][C:34]([O:33][CH3:32])=[O:37])=[O:20])=[O:15])([CH3:10])([CH3:11])[CH3:12]. (4) Given the reactants [F:1][C:2]1[C:3]([N:12]2[CH2:17][CH2:16][CH:15]([N:18]3[CH2:22][CH2:21][N:20]([CH2:23][C:24]4[CH:32]=[CH:31][C:27]([C:28](O)=[O:29])=[CH:26][CH:25]=4)[C:19]3=[O:33])[CH2:14][CH2:13]2)=[N:4][CH:5]=[C:6]([C:8]([F:11])([F:10])[F:9])[CH:7]=1.CN(C(ON1N=NC2C=CC=NC1=2)=[N+](C)C)C.F[P-](F)(F)(F)(F)F.[NH:58]1[CH2:62][CH2:61][C@H:60]([NH:63][C:64](=[O:70])[O:65][C:66]([CH3:69])([CH3:68])[CH3:67])[CH2:59]1.O, predict the reaction product. The product is: [F:1][C:2]1[C:3]([N:12]2[CH2:13][CH2:14][CH:15]([N:18]3[CH2:22][CH2:21][N:20]([CH2:23][C:24]4[CH:32]=[CH:31][C:27]([C:28]([N:58]5[CH2:62][CH2:61][C@H:60]([NH:63][C:64](=[O:70])[O:65][C:66]([CH3:67])([CH3:69])[CH3:68])[CH2:59]5)=[O:29])=[CH:26][CH:25]=4)[C:19]3=[O:33])[CH2:16][CH2:17]2)=[N:4][CH:5]=[C:6]([C:8]([F:10])([F:9])[F:11])[CH:7]=1. (5) Given the reactants [F:1][C:2]([F:7])([F:6])[C:3]([OH:5])=[O:4].[Cl:8][C:9]1[CH:10]=[C:11]([C:19]2[O:23][N:22]=[C:21]([C:24]3[C:25]([CH3:45])=[C:26]4[C:31](=[CH:32][CH:33]=3)[CH:30]([CH2:34][C:35]([OH:37])=[O:36])[N:29](C(OC(C)(C)C)=O)[CH2:28][CH2:27]4)[N:20]=2)[CH:12]=[CH:13][C:14]=1[O:15][CH:16]([CH3:18])[CH3:17], predict the reaction product. The product is: [F:1][C:2]([F:7])([F:6])[C:3]([OH:5])=[O:4].[Cl:8][C:9]1[CH:10]=[C:11]([C:19]2[O:23][N:22]=[C:21]([C:24]3[C:25]([CH3:45])=[C:26]4[C:31](=[CH:32][CH:33]=3)[CH:30]([CH2:34][C:35]([OH:37])=[O:36])[NH:29][CH2:28][CH2:27]4)[N:20]=2)[CH:12]=[CH:13][C:14]=1[O:15][CH:16]([CH3:17])[CH3:18]. (6) Given the reactants Cl[C:2]1[C:3](=[O:10])[O:4][C:5]([CH3:9])=[C:6]([Cl:8])[N:7]=1.[F:11][C:12]1[CH:18]=[C:17]([I:19])[CH:16]=[CH:15][C:13]=1[NH2:14].CS(O)(=O)=O.CO, predict the reaction product. The product is: [Cl:8][C:6]1[N:7]=[C:2]([NH:14][C:13]2[CH:15]=[CH:16][C:17]([I:19])=[CH:18][C:12]=2[F:11])[C:3](=[O:10])[O:4][C:5]=1[CH3:9]. (7) Given the reactants [NH2:1][C:2]([C:5]1[CH:6]=[CH:7][C:8]([NH:11][C:12]2[C:17](=[O:18])[N:16]([CH3:19])[CH:15]=[C:14]([C:20]3[CH:30]=[CH:29][CH:28]=[C:27]([N:31]4[N:40]=[CH:39][C:38]5[C:33](=[C:34]([F:45])[CH:35]=[C:36]([C:41]([CH3:44])([CH3:43])[CH3:42])[CH:37]=5)[C:32]4=[O:46])[C:21]=3[CH2:22][O:23]C(=O)C)[CH:13]=2)=[N:9][CH:10]=1)([CH3:4])[CH3:3].O.[OH-].[Li+].CO, predict the reaction product. The product is: [NH2:1][C:2]([C:5]1[CH:6]=[CH:7][C:8]([NH:11][C:12]2[C:17](=[O:18])[N:16]([CH3:19])[CH:15]=[C:14]([C:20]3[C:21]([CH2:22][OH:23])=[C:27]([N:31]4[N:40]=[CH:39][C:38]5[C:33](=[C:34]([F:45])[CH:35]=[C:36]([C:41]([CH3:42])([CH3:43])[CH3:44])[CH:37]=5)[C:32]4=[O:46])[CH:28]=[CH:29][CH:30]=3)[CH:13]=2)=[N:9][CH:10]=1)([CH3:4])[CH3:3].